Dataset: Forward reaction prediction with 1.9M reactions from USPTO patents (1976-2016). Task: Predict the product of the given reaction. Given the reactants O[CH2:2][CH2:3][C:4]1[CH:9]=[CH:8][C:7]([NH:10][C:11](=[O:17])[O:12][C:13]([CH3:16])([CH3:15])[CH3:14])=[CH:6][CH:5]=1.[C:18](=[O:27])([O:20][CH2:21][CH2:22]OCC#C)[NH2:19].[C:28]([NH:31][C:32]1[CH:37]=[CH:36][C:35]([O:38][P:39]([O:51]C2C=CC(NC(=O)C)=CC=2)[O:40][C:41]2[CH:46]=[CH:45][C:44]([NH:47][C:48](=[O:50])[CH3:49])=[CH:43][CH:42]=2)=[CH:34][CH:33]=1)(=[O:30])[CH3:29].[CH2:62]1[CH2:66]OC[CH2:63]1, predict the reaction product. The product is: [C:13]([O:12][C:11]([NH:10][C:7]1[CH:8]=[CH:9][C:4]([CH2:3][CH:2]([NH:19][C:18](=[O:27])[O:20][CH2:21][CH2:22][CH2:66][C:62]#[CH:63])[P:39]([O:38][C:35]2[CH:36]=[CH:37][C:32]([NH:31][C:28](=[O:30])[CH3:29])=[CH:33][CH:34]=2)([O:40][C:41]2[CH:42]=[CH:43][C:44]([NH:47][C:48](=[O:50])[CH3:49])=[CH:45][CH:46]=2)=[O:51])=[CH:5][CH:6]=1)=[O:17])([CH3:16])([CH3:15])[CH3:14].